Dataset: Peptide-MHC class II binding affinity with 134,281 pairs from IEDB. Task: Regression. Given a peptide amino acid sequence and an MHC pseudo amino acid sequence, predict their binding affinity value. This is MHC class II binding data. (1) The peptide sequence is YEDAKSPLTASKLTY. The MHC is HLA-DPA10301-DPB10402 with pseudo-sequence HLA-DPA10301-DPB10402. The binding affinity (normalized) is 0.188. (2) The peptide sequence is SSLGVDDVGTPELEL. The MHC is DRB1_0405 with pseudo-sequence DRB1_0405. The binding affinity (normalized) is 0.293. (3) The peptide sequence is LVAAVIGWMLGSNTMQRV. The MHC is DRB4_0101 with pseudo-sequence DRB4_0103. The binding affinity (normalized) is 0. (4) The peptide sequence is EKDYFAATQFEPLAA. The MHC is DRB1_1001 with pseudo-sequence DRB1_1001. The binding affinity (normalized) is 0.545. (5) The peptide sequence is ATTEEQKLIEDINAS. The MHC is DRB1_0701 with pseudo-sequence DRB1_0701. The binding affinity (normalized) is 0.191. (6) The peptide sequence is EILIIIMRTFRIAIW. The MHC is DRB5_0101 with pseudo-sequence DRB5_0101. The binding affinity (normalized) is 0.381.